This data is from Catalyst prediction with 721,799 reactions and 888 catalyst types from USPTO. The task is: Predict which catalyst facilitates the given reaction. (1) Reactant: NC[C:3]1[CH:17]=[CH:16][C:6]([C:7]([NH:9]C2C=NC=CC=2)=[O:8])=[CH:5][CH:4]=1.S1C=CC=C1S(Cl)(=O)=O. Product: [C:7]([NH2:9])(=[O:8])[C:6]1[CH:16]=[CH:17][CH:3]=[CH:4][CH:5]=1. The catalyst class is: 17. (2) Reactant: [F:1][C:2]([F:20])([F:19])[C:3](=O)[CH2:4][C:5]([C:7]1[CH:17]=[CH:16][C:10]2[O:11][CH2:12][C:13](=[O:15])[NH:14][C:9]=2[CH:8]=1)=O.[CH3:21][C:22]1[CH:27]=[CH:26][CH:25]=[C:24]([CH3:28])[C:23]=1[NH:29][NH2:30]. Product: [CH3:21][C:22]1[CH:27]=[CH:26][CH:25]=[C:24]([CH3:28])[C:23]=1[N:29]1[C:5]([C:7]2[CH:17]=[CH:16][C:10]3[O:11][CH2:12][C:13](=[O:15])[NH:14][C:9]=3[CH:8]=2)=[CH:4][C:3]([C:2]([F:20])([F:19])[F:1])=[N:30]1. The catalyst class is: 66. (3) Reactant: Br[CH:2]([C:6]1[CH:11]=[CH:10][CH:9]=[CH:8][C:7]=1[Cl:12])[C:3]([OH:5])=[O:4].C([O-])([O-])=O.[K+].[K+].[CH3:19][N:20]1[CH2:25][CH2:24][NH:23][CH2:22][CH2:21]1. Product: [ClH:12].[Cl:12][C:7]1[CH:8]=[CH:9][CH:10]=[CH:11][C:6]=1[CH:2]([N:23]1[CH2:24][CH2:25][N:20]([CH3:19])[CH2:21][CH2:22]1)[C:3]([OH:5])=[O:4]. The catalyst class is: 1. (4) Reactant: [N:1]1[CH:6]=[CH:5][CH:4]=[C:3]([C:7]2[C:8]3[CH:15]=[CH:14][C:13]([OH:16])=[CH:12][C:9]=3[S:10][CH:11]=2)[CH:2]=1.[CH2:17](I)[CH2:18][CH2:19][CH2:20][CH2:21][CH3:22].C(=O)([O-])[O-].[K+].[K+]. Product: [CH2:17]([O:16][C:13]1[CH:14]=[CH:15][C:8]2[C:7]([C:3]3[CH:2]=[N:1][CH:6]=[CH:5][CH:4]=3)=[CH:11][S:10][C:9]=2[CH:12]=1)[CH2:18][CH2:19][CH2:20][CH2:21][CH3:22]. The catalyst class is: 369. (5) Reactant: [O:1]1[CH:5]=[CH:4][CH:3]=[C:2]1[C:6]1[N:7]=[C:8]([NH:19][C:20]([CH:22]2[CH:26]=[CH:25][C:24](=NO)[O:23]2)=[O:21])[S:9][C:10]=1[C:11]([CH:13]1[CH2:18][CH2:17][O:16][CH2:15][CH2:14]1)=[O:12].[CH2:29]([N:31](CC)CC)C.[Cl-].ClC1N(C)CC[NH+]1C.C(=O)([O-])O.[Na+]. Product: [C:29]([C:24]1[O:23][C:22]([C:20]([NH:19][C:8]2[S:9][C:10]([C:11]([CH:13]3[CH2:14][CH2:15][O:16][CH2:17][CH2:18]3)=[O:12])=[C:6]([C:2]3[O:1][CH:5]=[CH:4][CH:3]=3)[N:7]=2)=[O:21])=[CH:26][CH:25]=1)#[N:31]. The catalyst class is: 4. (6) Reactant: [C:1](Cl)(=[O:3])[CH3:2].[Cl:5][C:6]1[CH:11]=[CH:10][C:9]([CH2:12][S:13]([NH2:16])(=[O:15])=[O:14])=[C:8]([O:17][C:18]2[CH:23]=[CH:22][C:21]([S:24]([CH3:27])(=[O:26])=[O:25])=[CH:20][C:19]=2[Cl:28])[CH:7]=1. Product: [Cl:5][C:6]1[CH:11]=[CH:10][C:9]([CH2:12][S:13]([NH:16][C:1](=[O:3])[CH3:2])(=[O:15])=[O:14])=[C:8]([O:17][C:18]2[CH:23]=[CH:22][C:21]([S:24]([CH3:27])(=[O:25])=[O:26])=[CH:20][C:19]=2[Cl:28])[CH:7]=1. The catalyst class is: 15. (7) Product: [F:1][C:2]1[C:11]2[C:6](=[CH:7][CH:8]=[C:9]([N+:12]([O-:14])=[O:13])[CH:10]=2)[C:5](=[O:15])[NH:4][CH:3]=1. The catalyst class is: 10. Reactant: [F:1][CH:2]1[C:11]2[C:6](=[CH:7][CH:8]=[C:9]([N+:12]([O-:14])=[O:13])[CH:10]=2)[C:5](=[O:15])[NH:4][CH:3]1OC.Cl.O1CCOCC1. (8) Reactant: [CH3:1][S:2]([O:5][CH2:6][C@H:7]1[CH2:11][C@@H:10]([O:12][Si:13]([C:16]([CH3:19])([CH3:18])[CH3:17])([CH3:15])[CH3:14])[C@H:9](/[CH:20]=[CH:21]/[C@@H:22]([O:28][Si:29]([C:32]([CH3:35])([CH3:34])[CH3:33])([CH3:31])[CH3:30])[CH2:23][CH2:24][CH2:25][CH2:26][CH3:27])[C@H:8]1[CH2:36][C:37]1[CH:42]=[CH:41][CH:40]=[C:39]([O:43]CC2C=CC=CC=2)[CH:38]=1)(=[O:4])=[O:3].[OH-].[K+]. Product: [CH3:1][S:2]([O:5][CH2:6][C@H:7]1[CH2:11][C@@H:10]([O:12][Si:13]([C:16]([CH3:17])([CH3:18])[CH3:19])([CH3:15])[CH3:14])[C@H:9](/[CH:20]=[CH:21]/[C@@H:22]([O:28][Si:29]([C:32]([CH3:35])([CH3:34])[CH3:33])([CH3:30])[CH3:31])[CH2:23][CH2:24][CH2:25][CH2:26][CH3:27])[C@H:8]1[CH2:36][C:37]1[CH:42]=[CH:41][CH:40]=[C:39]([OH:43])[CH:38]=1)(=[O:4])=[O:3]. The catalyst class is: 19.